This data is from Reaction yield outcomes from USPTO patents with 853,638 reactions. The task is: Predict the reaction yield, written as a fraction of the theoretical maximum amount of product (1.0 means a 100% yield; for example, 0.34 means a 34% yield). The reactants are [CH2:1]([N:6]=[C:7]=[O:8])[CH2:2][CH2:3][CH2:4][CH3:5].FC(F)(F)C(O)=O.[CH2:16]([O:23][C:24]1[CH:29]=[C:28]([O:30][CH2:31][C:32]2[CH:37]=[CH:36][CH:35]=[CH:34][CH:33]=2)[CH:27]=[CH:26][C:25]=1[CH:38]1[CH2:41][NH:40][CH2:39]1)[C:17]1[CH:22]=[CH:21][CH:20]=[CH:19][CH:18]=1. The catalyst is O1CCCC1.C(N(CC)C(C)C)(C)C. The product is [CH2:1]([NH:6][C:7]([N:40]1[CH2:41][CH:38]([C:25]2[CH:26]=[CH:27][C:28]([O:30][CH2:31][C:32]3[CH:37]=[CH:36][CH:35]=[CH:34][CH:33]=3)=[CH:29][C:24]=2[O:23][CH2:16][C:17]2[CH:22]=[CH:21][CH:20]=[CH:19][CH:18]=2)[CH2:39]1)=[O:8])[CH2:2][CH2:3][CH2:4][CH3:5]. The yield is 0.670.